Dataset: Full USPTO retrosynthesis dataset with 1.9M reactions from patents (1976-2016). Task: Predict the reactants needed to synthesize the given product. Given the product [O:1]([CH2:8][CH2:9][O:10][S:19]([C:16]1[CH:15]=[CH:14][C:13]([CH:11]=[O:12])=[CH:18][CH:17]=1)(=[O:21])=[O:20])[C:2]1[CH:7]=[CH:6][CH:5]=[CH:4][CH:3]=1, predict the reactants needed to synthesize it. The reactants are: [O:1]([CH2:8][CH2:9][OH:10])[C:2]1[CH:7]=[CH:6][CH:5]=[CH:4][CH:3]=1.[CH:11]([C:13]1[CH:18]=[CH:17][C:16]([S:19](Cl)(=[O:21])=[O:20])=[CH:15][CH:14]=1)=[O:12].